This data is from Full USPTO retrosynthesis dataset with 1.9M reactions from patents (1976-2016). The task is: Predict the reactants needed to synthesize the given product. The reactants are: [Br:1][C:2]1[CH:3]=[C:4]([C:8]2[CH:12]=[C:11]([C:13]([O:15][CH3:16])=[O:14])[NH:10][N:9]=2)[CH:5]=[CH:6][CH:7]=1.[CH3:17][C:18]([O-:21])(C)[CH3:19].[K+].ClCC(=O)C. Given the product [Br:1][C:2]1[CH:3]=[C:4]([C:8]2[CH:12]=[C:11]([C:13]([O:15][CH3:16])=[O:14])[N:10]([CH2:17][C:18](=[O:21])[CH3:19])[N:9]=2)[CH:5]=[CH:6][CH:7]=1, predict the reactants needed to synthesize it.